This data is from NCI-60 drug combinations with 297,098 pairs across 59 cell lines. The task is: Regression. Given two drug SMILES strings and cell line genomic features, predict the synergy score measuring deviation from expected non-interaction effect. Drug 1: CC1=C(C(CCC1)(C)C)C=CC(=CC=CC(=CC(=O)O)C)C. Drug 2: CS(=O)(=O)OCCCCOS(=O)(=O)C. Cell line: 786-0. Synergy scores: CSS=-2.94, Synergy_ZIP=4.66, Synergy_Bliss=-2.25, Synergy_Loewe=-4.83, Synergy_HSA=-5.10.